The task is: Predict the reactants needed to synthesize the given product.. This data is from Full USPTO retrosynthesis dataset with 1.9M reactions from patents (1976-2016). (1) Given the product [CH3:2][O:3][C:4]1[CH:8]=[C:7]([C:9]2[CH:10]=[CH:11][C:12]([O:13][CH2:14][CH2:15][NH:16][C:27]([NH2:32])=[S:28])=[CH:17][CH:18]=2)[N:6]([C:19]2[CH:24]=[CH:23][C:22]([O:25][CH3:26])=[CH:21][CH:20]=2)[N:5]=1, predict the reactants needed to synthesize it. The reactants are: Cl.[CH3:2][O:3][C:4]1[CH:8]=[C:7]([C:9]2[CH:18]=[CH:17][C:12]([O:13][CH2:14][CH2:15][NH2:16])=[CH:11][CH:10]=2)[N:6]([C:19]2[CH:24]=[CH:23][C:22]([O:25][CH3:26])=[CH:21][CH:20]=2)[N:5]=1.[C:27](Cl)(Cl)=[S:28].[OH-].[NH4+:32].CO. (2) Given the product [Br:1][C:2]1[N:3]([CH2:18][CH2:19][Cl:20])[C:4]2[C:9]([C:10]=1[CH:11]=[O:12])=[CH:8][C:7]([O:13][CH3:14])=[CH:6][CH:5]=2, predict the reactants needed to synthesize it. The reactants are: [Br:1][C:2]1[NH:3][C:4]2[C:9]([C:10]=1[CH:11]=[O:12])=[CH:8][C:7]([O:13][CH3:14])=[CH:6][CH:5]=2.[H-].[Na+].Br[CH2:18][CH2:19][Cl:20].[Na+].[Cl-]. (3) Given the product [C:6]([CH2:5][CH2:4][CH2:3][CH2:2][O:8][C:9]1[CH:18]=[CH:17][C:12]([C:13]([OH:15])=[O:14])=[CH:11][CH:10]=1)#[N:7], predict the reactants needed to synthesize it. The reactants are: Br[CH2:2][CH2:3][CH2:4][CH2:5][C:6]#[N:7].[OH:8][C:9]1[CH:18]=[CH:17][C:12]([C:13]([O:15]C)=[O:14])=[CH:11][CH:10]=1.C(=O)([O-])[O-].[K+].[K+].[OH-].[Na+].Cl.